Dataset: Forward reaction prediction with 1.9M reactions from USPTO patents (1976-2016). Task: Predict the product of the given reaction. (1) Given the reactants [C:1]([OH:11])(=O)[CH2:2][CH2:3][C:4]1[CH:9]=[CH:8][CH:7]=[CH:6][CH:5]=1.CN(C=O)C.C(Cl)(C([Cl:21])=O)=O, predict the reaction product. The product is: [C:4]1([CH2:3][CH2:2][C:1]([Cl:21])=[O:11])[CH:9]=[CH:8][CH:7]=[CH:6][CH:5]=1. (2) Given the reactants [CH2:1]([N:8]1[C:16]2[C:11](=[CH:12][C:13]([C:17]3[CH:22]=[CH:21][C:20]([O:23][C:24]([F:27])([F:26])[F:25])=[CH:19][CH:18]=3)=[CH:14][CH:15]=2)[CH:10]=[C:9]1[CH2:28][OH:29])[C:2]1[CH:7]=[CH:6][CH:5]=[CH:4][CH:3]=1.[C:30](Cl)(=[O:32])[CH3:31], predict the reaction product. The product is: [C:30]([O:29][CH2:28][C:9]1[N:8]([CH2:1][C:2]2[CH:3]=[CH:4][CH:5]=[CH:6][CH:7]=2)[C:16]2[C:11]([CH:10]=1)=[CH:12][C:13]([C:17]1[CH:22]=[CH:21][C:20]([O:23][C:24]([F:27])([F:25])[F:26])=[CH:19][CH:18]=1)=[CH:14][CH:15]=2)(=[O:32])[CH3:31]. (3) Given the reactants ClC1C=CC(CN2CCC(NC3C=CC(C#N)=CC=3)CC2)=CC=1OCC.C(OC([N:34]1[CH2:39][CH2:38][CH:37]([N:40](C(OC(C)(C)C)=O)[C:41]2[CH:46]=[CH:45][C:44]([O:47][S:48]([CH3:51])(=[O:50])=[O:49])=[CH:43][N:42]=2)[CH2:36][CH2:35]1)=O)(C)(C)C.Cl, predict the reaction product. The product is: [NH:34]1[CH2:39][CH2:38][CH:37]([NH:40][C:41]2[N:42]=[CH:43][C:44]([O:47][S:48]([CH3:51])(=[O:49])=[O:50])=[CH:45][CH:46]=2)[CH2:36][CH2:35]1. (4) Given the reactants FC(F)(F)C(O)=O.C(Cl)Cl.C(OC([N:18]1[CH2:23][CH2:22][N:21]([C:24]2[C:25]3[C:39]([O:40][CH3:41])=[CH:38][N:37]=[CH:36][C:26]=3[N:27]=[C:28]([C:30]3[CH:35]=[CH:34][N:33]=[CH:32][CH:31]=3)[N:29]=2)[CH2:20][CH:19]1[C:42](=[O:51])[NH:43][CH2:44][C:45]1[CH:50]=[CH:49][CH:48]=[CH:47][CH:46]=1)=O)(C)(C)C, predict the reaction product. The product is: [CH2:44]([NH:43][C:42]([CH:19]1[CH2:20][N:21]([C:24]2[C:25]3[C:39]([O:40][CH3:41])=[CH:38][N:37]=[CH:36][C:26]=3[N:27]=[C:28]([C:30]3[CH:35]=[CH:34][N:33]=[CH:32][CH:31]=3)[N:29]=2)[CH2:22][CH2:23][NH:18]1)=[O:51])[C:45]1[CH:50]=[CH:49][CH:48]=[CH:47][CH:46]=1. (5) Given the reactants [CH2:1]([O:3][C:4]([C:6]1[N:11]=[C:10]2[C:12]([CH:16]=[O:17])=[C:13]([CH3:15])[NH:14][C:9]2=[C:8]([NH:18][CH2:19][C:20]2[C:25]([CH3:26])=[CH:24][CH:23]=[CH:22][C:21]=2[CH3:27])[CH:7]=1)=[O:5])[CH3:2].[BH4-].[Na+].[Cl-].[NH4+].ClCCl, predict the reaction product. The product is: [CH2:1]([O:3][C:4]([C:6]1[N:11]=[C:10]2[C:12]([CH2:16][OH:17])=[C:13]([CH3:15])[NH:14][C:9]2=[C:8]([NH:18][CH2:19][C:20]2[C:25]([CH3:26])=[CH:24][CH:23]=[CH:22][C:21]=2[CH3:27])[CH:7]=1)=[O:5])[CH3:2]. (6) Given the reactants [F:1][C:2]1[CH:7]=[C:6]([F:8])[CH:5]=[CH:4][C:3]=1[N:9]1[C:17](=[O:18])[C:16]2[C@H:15]3[C:19]([CH3:21])([CH3:20])[C@:12]([CH3:22])([CH2:13][CH2:14]3)[C:11]=2[NH:10]1.I[CH2:24][CH2:25][CH3:26], predict the reaction product. The product is: [F:1][C:2]1[CH:7]=[C:6]([F:8])[CH:5]=[CH:4][C:3]=1[N:9]1[C:17](=[O:18])[C:16]2[C@H:15]3[C:19]([CH3:21])([CH3:20])[C@:12]([CH3:22])([CH2:13][CH2:14]3)[C:11]=2[N:10]1[CH2:24][CH2:25][CH3:26]. (7) The product is: [C:23]([O:6][CH:4]([CH3:5])[CH2:3][CH:2]([O:7][C:14](=[O:21])[C:15]1[CH:20]=[CH:19][CH:18]=[CH:17][CH:16]=1)[CH3:1])(=[O:33])[CH:24]=[CH:25][C:26]1[CH:31]=[CH:30][CH:29]=[CH:28][CH:27]=1. Given the reactants [CH3:1][CH:2]([OH:7])[CH2:3][CH:4]([OH:6])[CH3:5].N1C=CC=CC=1.[C:14](Cl)(=[O:21])[C:15]1[CH:20]=[CH:19][CH:18]=[CH:17][CH:16]=1.[CH2:23](Cl)[CH:24]=[CH:25][C:26]1[CH:31]=[CH:30][CH:29]=[CH:28][CH:27]=1.[O:33]1CCCC1, predict the reaction product.